Dataset: Forward reaction prediction with 1.9M reactions from USPTO patents (1976-2016). Task: Predict the product of the given reaction. (1) Given the reactants Br[C:2]1[C:3]([NH:9][C:10]2[CH2:15][CH2:14][CH2:13][C:12](=[O:16])[CH:11]=2)=[N:4][CH:5]=[C:6]([Br:8])[CH:7]=1.N12CCC(NC1)CC2.Cl, predict the reaction product. The product is: [Br:8][C:6]1[CH:5]=[N:4][C:3]2[NH:9][C:10]3[CH2:15][CH2:14][CH2:13][C:12](=[O:16])[C:11]=3[C:2]=2[CH:7]=1. (2) Given the reactants [NH2:1][C:2]1[CH:3]=[C:4]([C:24]2[CH:29]=[CH:28][C:27]([O:30][CH3:31])=[CH:26][CH:25]=2)[CH:5]=[CH:6][C:7]=1[C:8]([NH:10][C@H:11]([C:20]([O:22][CH3:23])=[O:21])[CH2:12][C:13]([O:15][C:16]([CH3:19])([CH3:18])[CH3:17])=[O:14])=[O:9].[N:32]([C:35]1[C:40]([CH3:41])=[CH:39][C:38]([CH3:42])=[CH:37][C:36]=1[CH3:43])=[C:33]=[O:34], predict the reaction product. The product is: [CH3:31][O:30][C:27]1[CH:26]=[CH:25][C:24]([C:4]2[CH:5]=[CH:6][C:7]([C:8]([NH:10][C@H:11]([C:20]([O:22][CH3:23])=[O:21])[CH2:12][C:13]([O:15][C:16]([CH3:18])([CH3:17])[CH3:19])=[O:14])=[O:9])=[C:2]([NH:1][C:33]([NH:32][C:35]3[C:36]([CH3:43])=[CH:37][C:38]([CH3:42])=[CH:39][C:40]=3[CH3:41])=[O:34])[CH:3]=2)=[CH:29][CH:28]=1. (3) The product is: [CH3:1][N:2]([CH3:15])[CH2:3][CH2:4][N:5]1[CH:13]=[C:12]2[C:7]([CH:8]=[CH:9][C:10]([NH:14][C:30](=[O:31])[CH2:29][C:26]3[CH:27]=[CH:28][C:23]([O:16][C:17]4[CH:18]=[CH:19][CH:20]=[CH:21][CH:22]=4)=[CH:24][CH:25]=3)=[CH:11]2)=[N:6]1. Given the reactants [CH3:1][N:2]([CH3:15])[CH2:3][CH2:4][N:5]1[CH:13]=[C:12]2[C:7]([CH:8]=[CH:9][C:10]([NH2:14])=[CH:11]2)=[N:6]1.[O:16]([C:23]1[CH:28]=[CH:27][C:26]([CH2:29][C:30](O)=[O:31])=[CH:25][CH:24]=1)[C:17]1[CH:22]=[CH:21][CH:20]=[CH:19][CH:18]=1.CCN=C=NCCCN(C)C.ON1C2C=CC=CC=2N=N1.CN1CCOCC1, predict the reaction product. (4) Given the reactants C(=O)([O-])[O-].[Na+].[Na+].Br[C:8]1[N:13]=[C:12]([C:14]2([OH:18])[CH2:17][CH2:16][CH2:15]2)[CH:11]=[CH:10][CH:9]=1.[N+:19]([C:22]1[CH:23]=[C:24]([N:37]2[CH2:42][CH2:41][O:40][CH2:39][CH2:38]2)[CH:25]=[C:26](B2OC(C)(C)C(C)(C)O2)[CH:27]=1)([O-:21])=[O:20], predict the reaction product. The product is: [N:37]1([C:24]2[CH:25]=[C:26]([C:8]3[N:13]=[C:12]([C:14]4([OH:18])[CH2:17][CH2:16][CH2:15]4)[CH:11]=[CH:10][CH:9]=3)[CH:27]=[C:22]([N+:19]([O-:21])=[O:20])[CH:23]=2)[CH2:42][CH2:41][O:40][CH2:39][CH2:38]1. (5) Given the reactants CC(OI1(OC(C)=O)(OC(C)=O)OC(=O)C2C=CC=CC1=2)=O.[CH3:23][O:24][C:25]1[CH:26]=[C:27]([CH2:32][OH:33])[CH:28]=[CH:29][C:30]=1[CH3:31], predict the reaction product. The product is: [CH3:23][O:24][C:25]1[CH:26]=[C:27]([CH:28]=[CH:29][C:30]=1[CH3:31])[CH:32]=[O:33].